From a dataset of Full USPTO retrosynthesis dataset with 1.9M reactions from patents (1976-2016). Predict the reactants needed to synthesize the given product. (1) Given the product [Br:11][C:7]12[CH2:10][CH:3]3[CH2:4][CH:5]([CH2:6][C:1]([CH2:6][CH2:1][CH2:2][CH3:3])([CH2:2]3)[CH2:8]1)[CH2:9]2, predict the reactants needed to synthesize it. The reactants are: [CH2:1]1[CH2:6][CH2:5][CH2:4][CH2:3][CH2:2]1.[C:7]([Br:11])([CH3:10])([CH3:9])[CH3:8].[Br-].[Al+3].[Br-].[Br-]. (2) Given the product [F:32][C:2]([F:1])([F:31])[C:3]1[CH:30]=[CH:29][CH:28]=[CH:27][C:4]=1[O:5][CH:6]1[CH2:11][CH2:10][N:9]([C:12]2[S:13][C:14]([C:17]3[S:18][CH:19]=[C:20]([CH2:22][C:23]([OH:25])=[O:24])[N:21]=3)=[CH:15][N:16]=2)[CH2:8][CH2:7]1, predict the reactants needed to synthesize it. The reactants are: [F:1][C:2]([F:32])([F:31])[C:3]1[CH:30]=[CH:29][CH:28]=[CH:27][C:4]=1[O:5][CH:6]1[CH2:11][CH2:10][N:9]([C:12]2[S:13][C:14]([C:17]3[S:18][CH:19]=[C:20]([CH2:22][C:23]([O:25]C)=[O:24])[N:21]=3)=[CH:15][N:16]=2)[CH2:8][CH2:7]1.[OH-].[Na+].